Dataset: Forward reaction prediction with 1.9M reactions from USPTO patents (1976-2016). Task: Predict the product of the given reaction. (1) Given the reactants [Cl:1][C:2]1[C:7]([CH:8]=O)=[C:6]([NH:10]C(=O)OC(C)(C)C)[CH:5]=[CH:4][N:3]=1.[O:18]1[CH2:22][CH2:21][O:20][CH:19]1[C:23]1[CH:28]=[CH:27][C:26]([C:29](=O)[CH2:30][C:31]2[CH:36]=[CH:35][CH:34]=[CH:33][CH:32]=2)=[CH:25][CH:24]=1.[Li+].C[Si]([N-][Si](C)(C)C)(C)C, predict the reaction product. The product is: [Cl:1][C:2]1[N:3]=[CH:4][CH:5]=[C:6]2[C:7]=1[CH:8]=[C:30]([C:31]1[CH:36]=[CH:35][CH:34]=[CH:33][CH:32]=1)[C:29]([C:26]1[CH:27]=[CH:28][C:23]([CH:19]3[O:20][CH2:21][CH2:22][O:18]3)=[CH:24][CH:25]=1)=[N:10]2. (2) Given the reactants [C:1]([O:5][C:6]([NH:8][CH2:9][C:10]1[C:11]([CH2:30][CH:31]([CH3:33])[CH3:32])=[N:12][C:13]2[C:18]([C:19]=1[C:20]1[CH:25]=[CH:24][C:23]([CH3:26])=[CH:22][CH:21]=1)=[CH:17][C:16]([C:27](O)=[O:28])=[CH:15][CH:14]=2)=[O:7])([CH3:4])([CH3:3])[CH3:2].C(Cl)(=O)OCC.CN1CCOCC1.[BH4-].[Na+], predict the reaction product. The product is: [OH:28][CH2:27][C:16]1[CH:17]=[C:18]2[C:13](=[CH:14][CH:15]=1)[N:12]=[C:11]([CH2:30][CH:31]([CH3:33])[CH3:32])[C:10]([CH2:9][NH:8][C:6](=[O:7])[O:5][C:1]([CH3:2])([CH3:3])[CH3:4])=[C:19]2[C:20]1[CH:25]=[CH:24][C:23]([CH3:26])=[CH:22][CH:21]=1. (3) Given the reactants [F:1][C:2]([F:29])([S:18]([C:21]1[CH:26]=[CH:25][CH:24]=[CH:23][C:22]=1[CH:27]=[O:28])(=[O:20])=[O:19])[CH:3]1[CH2:8][CH2:7][N:6]([C:9]([NH:11][C:12]2[CH:17]=[CH:16][N:15]=[N:14][CH:13]=2)=[O:10])[CH2:5][CH2:4]1.CO.[BH4-].[Na+], predict the reaction product. The product is: [F:29][C:2]([F:1])([S:18]([C:21]1[CH:26]=[CH:25][CH:24]=[CH:23][C:22]=1[CH2:27][OH:28])(=[O:20])=[O:19])[CH:3]1[CH2:8][CH2:7][N:6]([C:9]([NH:11][C:12]2[CH:17]=[CH:16][N:15]=[N:14][CH:13]=2)=[O:10])[CH2:5][CH2:4]1. (4) Given the reactants CN([C:14]([C@@H:16]1[CH2:20][C@@H:19]([S:21]CC2C=CC(OC)=CC=2)[CH2:18][N:17]1[S:31]([C:34]1[CH:43]=[CH:42][C:41]2[C:36](=[CH:37][CH:38]=[CH:39][CH:40]=2)[CH:35]=1)(=[O:33])=[O:32])=[O:15])NS(C1C=CC(C)=CC=1)(=O)=O.[CH3:44][NH:45][N:46]([CH2:57][C:58]1[CH:63]=[CH:62][CH:61]=[CH:60][CH:59]=1)[S:47]([C:50]1[CH:55]=[CH:54][C:53]([CH3:56])=[CH:52][CH:51]=1)(=[O:49])=[O:48].COC1C=CC(CS[C@H]2CN(S(C3C=CC4C(=CC=CC=4)C=3)(=O)=O)[C@H](C(O)=O)C2)=CC=1.C(Br)C1C=CC=CC=1, predict the reaction product. The product is: [CH3:44][N:45]([C:14]([C@@H:16]1[CH2:20][C@@H:19]([SH:21])[CH2:18][N:17]1[S:31]([C:34]1[CH:43]=[CH:42][C:41]2[C:36](=[CH:37][CH:38]=[CH:39][CH:40]=2)[CH:35]=1)(=[O:33])=[O:32])=[O:15])[N:46]([CH2:57][C:58]1[CH:63]=[CH:62][CH:61]=[CH:60][CH:59]=1)[S:47]([C:50]1[CH:55]=[CH:54][C:53]([CH3:56])=[CH:52][CH:51]=1)(=[O:49])=[O:48]. (5) Given the reactants C[CH2:2][O:3][CH2:4][CH3:5].[O:6]1C(=O)C[CH2:8][C:7]1=[O:12].C([O-])(O)=[O:14].[Na+], predict the reaction product. The product is: [CH3:2][O:3][C:4]([CH2:5][CH2:8][C:7]([OH:12])=[O:6])=[O:14]. (6) Given the reactants [Cl:1][C:2]1[CH:3]=[N:4][CH:5]=[C:6]([Cl:20])[C:7]=1[S:8][C:9]1[S:13][C:12]([C:14](Cl)=[O:15])=[CH:11][C:10]=1[N+:17]([O-:19])=[O:18].[Cl:21][C:22]1[CH:28]=[C:27]([Cl:29])[CH:26]=[CH:25][C:23]=1[NH2:24], predict the reaction product. The product is: [Cl:21][C:22]1[CH:28]=[C:27]([Cl:29])[CH:26]=[CH:25][C:23]=1[NH:24][C:14]([C:12]1[S:13][C:9]([S:8][C:7]2[C:2]([Cl:1])=[CH:3][N:4]=[CH:5][C:6]=2[Cl:20])=[C:10]([N+:17]([O-:19])=[O:18])[CH:11]=1)=[O:15]. (7) Given the reactants [CH2:1]([N:3]1[C:7]2=[N:8][C:9]([CH:26]=[O:27])=[C:10]([CH2:19][CH2:20][C:21]([O:23]CC)=[O:22])[C:11]([C:12]3[CH:13]=[N:14][CH:15]=[C:16]([CH3:18])[CH:17]=3)=[C:6]2[CH:5]=[N:4]1)[CH3:2].[N+:28]([CH:30](S(C1C=CC(C)=CC=1)(=O)=O)[CH3:31])#[C-:29].C(=O)([O-])[O-].[K+].[K+], predict the reaction product. The product is: [CH2:1]([N:3]1[C:7]2=[N:8][C:9]([C:26]3[O:27][CH:29]=[N:28][C:30]=3[CH3:31])=[C:10]([CH2:19][CH2:20][C:21]([OH:23])=[O:22])[C:11]([C:12]3[CH:13]=[N:14][CH:15]=[C:16]([CH3:18])[CH:17]=3)=[C:6]2[CH:5]=[N:4]1)[CH3:2].